Dataset: Reaction yield outcomes from USPTO patents with 853,638 reactions. Task: Predict the reaction yield, written as a fraction of the theoretical maximum amount of product (1.0 means a 100% yield; for example, 0.34 means a 34% yield). (1) The reactants are [Cl:1][C:2]1[CH:10]=[C:9]2[C:5]([C:6]([C:11]([O:13][CH3:14])=[O:12])=[CH:7][NH:8]2)=[CH:4][C:3]=1B1OCC(C)(C)CO1.Br[C:24]1[CH:36]=[CH:35][C:27]([O:28][C@@H:29]2[CH2:33][CH2:32][CH2:31][C@H:30]2[OH:34])=[CH:26][CH:25]=1.C(=O)([O-])[O-].[K+].[K+].Cl. The catalyst is C(O)C.C1(C)C=CC=CC=1.C1C=CC(P(C2C=CC=CC=2)[C-]2C=CC=C2)=CC=1.C1C=CC(P(C2C=CC=CC=2)[C-]2C=CC=C2)=CC=1.Cl[Pd]Cl.[Fe+2]. The product is [Cl:1][C:2]1[CH:10]=[C:9]2[C:5]([C:6]([C:11]([O:13][CH3:14])=[O:12])=[CH:7][NH:8]2)=[CH:4][C:3]=1[C:24]1[CH:36]=[CH:35][C:27]([O:28][C@@H:29]2[CH2:33][CH2:32][CH2:31][C@H:30]2[OH:34])=[CH:26][CH:25]=1. The yield is 0.880. (2) The reactants are [C:1]([OH:5])(=O)[CH2:2][OH:3].CN(C(ON1N=NC2C=CC=NC1=2)=[N+](C)C)C.F[P-](F)(F)(F)(F)F.CCN(C(C)C)C(C)C.[NH2:39][CH2:40][CH2:41][NH:42][C:43]1[N:48]=[C:47]([C:49]2[S:53][C:52]([C:54]([CH3:57])([CH3:56])[CH3:55])=[N:51][C:50]=2[C:58]2[C:59]([F:76])=[C:60]([NH:64][S:65]([C:68]3[CH:73]=[C:72]([F:74])[CH:71]=[CH:70][C:69]=3[F:75])(=[O:67])=[O:66])[CH:61]=[CH:62][CH:63]=2)[CH:46]=[CH:45][N:44]=1. The catalyst is CN(C=O)C.CCOC(C)=O. The product is [F:75][C:69]1[CH:70]=[CH:71][C:72]([F:74])=[CH:73][C:68]=1[S:65]([NH:64][C:60]1[C:59]([F:76])=[C:58]([C:50]2[N:51]=[C:52]([C:54]([CH3:56])([CH3:55])[CH3:57])[S:53][C:49]=2[C:47]2[CH:46]=[CH:45][N:44]=[C:43]([NH:42][CH2:41][CH2:40][NH:39][C:1](=[O:5])[CH2:2][OH:3])[N:48]=2)[CH:63]=[CH:62][CH:61]=1)(=[O:67])=[O:66]. The yield is 0.440. (3) The reactants are [C:1]([C:3]1[CH:4]=[N:5][C:6]2[CH2:7][C:8]3[C:9]([N:28]=[CH:29][N:30]=3)=[CH:10][C:11]=2[C:12]=1[N:13]([C:16]1[CH:21]=[C:20](OC)[C:19]([O:24][CH3:25])=[C:18](OC)[CH:17]=1)[CH:14]=[O:15])#[N:2].CO[C:33]1[CH:34]=[C:35](C=[C:53](OC)[C:54]=1OC)N[C:33]1[C:54]2C=C3N=CN=C3C[C:53]=2N=[CH:35][C:34]=1C#N.NC1C=C2C(=CC=1N)N=CC(C#N)=C2NC1C=CC(OC2C=CC=CC=2)=CC=1.C(OC(OCC)OCC)(=O)C. No catalyst specified. The product is [C:1]([C:3]1[CH:4]=[N:5][C:6]2[CH2:7][C:8]3[C:9]([N:28]=[CH:29][N:30]=3)=[CH:10][C:11]=2[C:12]=1[N:13]([C:16]1[CH:21]=[CH:20][C:19]([O:24][C:25]2[CH:35]=[CH:34][CH:33]=[CH:54][CH:53]=2)=[CH:18][CH:17]=1)[CH:14]=[O:15])#[N:2]. The yield is 0.313. (4) The reactants are [CH3:1][N:2]1[C:6]([C:7]2[CH:8]=[C:9]([NH2:22])[CH:10]=[CH:11][C:12]=2[O:13][CH2:14][CH2:15][N:16]2[CH2:21][CH2:20][CH2:19][CH2:18][CH2:17]2)=[CH:5][CH:4]=[N:3]1.[F:23][C:24]1[CH:29]=[CH:28][CH:27]=[CH:26][C:25]=1[N:30]=[C:31]=[O:32]. The catalyst is C(Cl)Cl. The product is [F:23][C:24]1[CH:29]=[CH:28][CH:27]=[CH:26][C:25]=1[NH:30][C:31]([NH:22][C:9]1[CH:10]=[CH:11][C:12]([O:13][CH2:14][CH2:15][N:16]2[CH2:21][CH2:20][CH2:19][CH2:18][CH2:17]2)=[C:7]([C:6]2[N:2]([CH3:1])[N:3]=[CH:4][CH:5]=2)[CH:8]=1)=[O:32]. The yield is 0.451. (5) The yield is 0.593. The reactants are [Br:1][C:2]1[CH:3]=[C:4]([CH:7]=[C:8]([O:11][CH2:12][CH3:13])[C:9]=1[OH:10])[CH:5]=[O:6].[H-].[Na+].[CH2:16](Cl)[O:17][CH3:18].CCOC(C)=O. The catalyst is CN(C=O)C. The product is [Br:1][C:2]1[CH:3]=[C:4]([CH:7]=[C:8]([O:11][CH2:12][CH3:13])[C:9]=1[O:10][CH2:16][O:17][CH3:18])[CH:5]=[O:6]. (6) The reactants are [Cl:1][C:2]1[CH:3]=[C:4]([NH:9][C:10]2[C:19]3[C:14](=[CH:15][CH:16]=[CH:17][C:18]=3[O:20][C@H:21]3[CH2:26][CH2:25][CH2:24][N:23]([C:27]([O:29][C:30]([CH3:33])([CH3:32])[CH3:31])=[O:28])[CH2:22]3)[N:13]=[CH:12][N:11]=2)[CH:5]=[CH:6][C:7]=1[OH:8].Cl.[N:35]1[CH:40]=[CH:39][CH:38]=[CH:37][C:36]=1[CH2:41]Cl.C(=O)([O-])[O-].[K+].[K+].C1OCCOCCOCCOCCOCCOC1. The catalyst is CN(C=O)C. The product is [Cl:1][C:2]1[CH:3]=[C:4]([NH:9][C:10]2[C:19]3[C:14](=[CH:15][CH:16]=[CH:17][C:18]=3[O:20][C@H:21]3[CH2:26][CH2:25][CH2:24][N:23]([C:27]([O:29][C:30]([CH3:33])([CH3:32])[CH3:31])=[O:28])[CH2:22]3)[N:13]=[CH:12][N:11]=2)[CH:5]=[CH:6][C:7]=1[O:8][CH2:41][C:36]1[CH:37]=[CH:38][CH:39]=[CH:40][N:35]=1. The yield is 0.920. (7) The reactants are [Br:1][C:2]1[N:3]=[N:4][C:5]([CH3:8])=[CH:6][CH:7]=1.[Br:9]N1C(=O)CCC1=O.CC(N=NC(C#N)(C)C)(C#N)C. The catalyst is C(Cl)(Cl)(Cl)Cl. The product is [Br:1][C:2]1[N:3]=[N:4][C:5]([CH2:8][Br:9])=[CH:6][CH:7]=1. The yield is 0.300.